From a dataset of Full USPTO retrosynthesis dataset with 1.9M reactions from patents (1976-2016). Predict the reactants needed to synthesize the given product. (1) The reactants are: [Br:1][C:2]1[S:6][C:5]([C:7]2[N:11]([C:12]3[CH:17]=[CH:16][C:15]([Cl:18])=[CH:14][C:13]=3[Cl:19])[N:10]=[C:9]([C:20](Cl)=[O:21])[C:8]=2[CH3:23])=[CH:4][CH:3]=1.[CH:24]1([C:30]([NH2:32])=[O:31])[CH2:29][CH2:28][CH2:27][CH2:26][CH2:25]1.C[Si]([N-][Si](C)(C)C)(C)C.[Li+]. Given the product [CH:24]1([C:30]([NH:32][C:20]([C:9]2[C:8]([CH3:23])=[C:7]([C:5]3[S:6][C:2]([Br:1])=[CH:3][CH:4]=3)[N:11]([C:12]3[CH:17]=[CH:16][C:15]([Cl:18])=[CH:14][C:13]=3[Cl:19])[N:10]=2)=[O:21])=[O:31])[CH2:29][CH2:28][CH2:27][CH2:26][CH2:25]1, predict the reactants needed to synthesize it. (2) Given the product [Br:17][CH2:18][CH2:19][CH:20]([C:22]([NH:26][CH2:3][CH3:4])=[O:23])[Br:21], predict the reactants needed to synthesize it. The reactants are: C1(=O)O[CH2:4][CH2:3]C1.P(Br)(Br)Br.BrBr.O=S(Cl)Cl.[Br:17][CH2:18][CH2:19][CH:20]([C:22](Cl)=[O:23])[Br:21].C[N:26](C=O)C. (3) Given the product [F:13][C:5]([F:12])([C:6]1[CH:11]=[CH:10][CH:9]=[CH:8][N:7]=1)[CH2:4][OH:3], predict the reactants needed to synthesize it. The reactants are: C([O:3][C:4](=O)[C:5]([F:13])([F:12])[C:6]1[CH:11]=[CH:10][CH:9]=[CH:8][N:7]=1)C.[BH4-].[Na+]. (4) Given the product [C:1]([C:3]1[CH:4]=[CH:5][C:6]([O:29][CH3:30])=[C:7]([S:9]([NH:12][CH2:13][CH2:14][C:15]2[CH:25]=[CH:24][C:23]([CH:26]([CH3:28])[CH3:27])=[CH:22][C:16]=2[O:17][CH2:18][C:19]([NH:37][CH2:36][C:35]([O:34][CH2:32][CH3:33])=[O:38])=[O:20])(=[O:10])=[O:11])[CH:8]=1)#[N:2], predict the reactants needed to synthesize it. The reactants are: [C:1]([C:3]1[CH:4]=[CH:5][C:6]([O:29][CH3:30])=[C:7]([S:9]([NH:12][CH2:13][CH2:14][C:15]2[CH:25]=[CH:24][C:23]([CH:26]([CH3:28])[CH3:27])=[CH:22][C:16]=2[O:17][CH2:18][C:19](O)=[O:20])(=[O:11])=[O:10])[CH:8]=1)#[N:2].Cl.[CH2:32]([O:34][C:35](=[O:38])[CH2:36][NH2:37])[CH3:33].O.ON1C2C=CC=CC=2N=N1.Cl.CN(C)CCCN=C=NCC.